From a dataset of Full USPTO retrosynthesis dataset with 1.9M reactions from patents (1976-2016). Predict the reactants needed to synthesize the given product. (1) Given the product [CH3:1][N:2]1[CH:15]([CH3:16])[CH2:14][C:5]2[N:6](/[CH:34]=[C:35](/[C:37]3[CH:42]=[CH:41][N:40]=[CH:39][CH:38]=3)\[CH3:36])[C:7]3[CH:8]=[CH:9][C:10]([CH3:13])=[CH:11][C:12]=3[C:4]=2[CH2:3]1, predict the reactants needed to synthesize it. The reactants are: [CH3:1][N:2]1[CH:15]([CH3:16])[CH2:14][C:5]2[NH:6][C:7]3[CH:8]=[CH:9][C:10]([CH3:13])=[CH:11][C:12]=3[C:4]=2[CH2:3]1.P([O-])([O-])([O-])=O.[K+].[K+].[K+].N1CCC[C@H]1C(O)=O.Br[CH:34]=[C:35]([C:37]1[CH:42]=[CH:41][N:40]=[CH:39][CH:38]=1)[CH3:36]. (2) Given the product [NH2:1][C:2]1[N:3]([CH3:24])[C:4](=[O:23])[C:5]2([C:15]3[C:10](=[CH:11][CH:12]=[C:13]([C:31]4[CH:32]=[CH:33][C:28]([CH2:27][O:26][CH3:25])=[CH:29][CH:30]=4)[CH:14]=3)[O:9][CH:8]([C:17]3[CH:22]=[CH:21][CH:20]=[CH:19][CH:18]=3)[CH2:7]2)[N:6]=1, predict the reactants needed to synthesize it. The reactants are: [NH2:1][C:2]1[N:3]([CH3:24])[C:4](=[O:23])[C:5]2([C:15]3[C:10](=[CH:11][CH:12]=[C:13](Br)[CH:14]=3)[O:9][CH:8]([C:17]3[CH:22]=[CH:21][CH:20]=[CH:19][CH:18]=3)[CH2:7]2)[N:6]=1.[CH3:25][O:26][CH2:27][C:28]1[CH:33]=[CH:32][C:31](B(O)O)=[CH:30][CH:29]=1. (3) Given the product [C:13]([Si:17]([CH3:25])([CH3:24])[O:18][CH2:19][CH2:20][C@@H:21]([OH:22])[CH2:23][NH:1][C:2]1[CH:3]=[CH:4][C:5]2[S:10][CH2:9][C:8](=[O:11])[NH:7][C:6]=2[CH:12]=1)([CH3:14])([CH3:16])[CH3:15], predict the reactants needed to synthesize it. The reactants are: [NH2:1][C:2]1[CH:3]=[CH:4][C:5]2[S:10][CH2:9][C:8](=[O:11])[NH:7][C:6]=2[CH:12]=1.[C:13]([Si:17]([CH3:25])([CH3:24])[O:18][CH2:19][CH2:20][C@@H:21]1[CH2:23][O:22]1)([CH3:16])([CH3:15])[CH3:14]. (4) Given the product [F:21][C:3]1[C:4]2[S:11][CH:12]=[N:8][C:5]=2[CH:6]=[N:7][C:2]=1[NH2:1], predict the reactants needed to synthesize it. The reactants are: [NH2:1][C:2]1[N:7]=[CH:6][C:5]([NH:8]C=O)=[C:4]([S:11][CH2:12]C2C=CC(OC)=CC=2)[C:3]=1[F:21]. (5) Given the product [NH2:27][C:24]1[CH:23]=[CH:22][C:21]([C:12]2[C:13]([CH:18]3[CH2:20][CH2:19]3)=[CH:14][CH:15]=[C:16]([CH3:17])[C:11]=2[CH:6]([O:5][C:1]([CH3:4])([CH3:3])[CH3:2])[C:7]([O:9][CH3:10])=[O:8])=[CH:26][CH:25]=1, predict the reactants needed to synthesize it. The reactants are: [C:1]([O:5][CH:6]([C:11]1[C:16]([CH3:17])=[CH:15][CH:14]=[C:13]([CH:18]2[CH2:20][CH2:19]2)[C:12]=1[C:21]1[CH:26]=[CH:25][C:24]([N+:27]([O-])=O)=[CH:23][CH:22]=1)[C:7]([O:9][CH3:10])=[O:8])([CH3:4])([CH3:3])[CH3:2]. (6) Given the product [CH3:37][O:36][C:33]1[CH:32]=[N:31][C:30]([C:22]2[O:23][C:24]3=[CH:25][N:26]=[CH:27][CH:28]=[C:29]3[C:21]=2[OH:20])=[N:35][CH:34]=1, predict the reactants needed to synthesize it. The reactants are: [OH-].[Na+].[Si]([O:20][C:21]1[C:29]2[C:24](=[CH:25][N:26]=[CH:27][CH:28]=2)[O:23][C:22]=1[C:30]1[N:35]=[CH:34][C:33]([O:36][CH3:37])=[CH:32][N:31]=1)(C(C)(C)C)(C1C=CC=CC=1)C1C=CC=CC=1.CC(O)=O. (7) The reactants are: [CH3:1][C:2]1([CH3:14])[C:6]([CH3:8])([CH3:7])[O:5][B:4]([C:9]2[CH:10]=[N:11][NH:12][CH:13]=2)[O:3]1.[O:15]1[C:17]([CH3:19])([CH3:18])[CH2:16]1.FC(F)(F)S([O-])(=O)=O.[Yb+3].FC(F)(F)S([O-])(=O)=O.FC(F)(F)S([O-])(=O)=O.C(OCC)(=O)C. Given the product [CH3:16][C:17]([OH:15])([CH3:19])[CH2:18][N:12]1[CH:13]=[C:9]([B:4]2[O:5][C:6]([CH3:7])([CH3:8])[C:2]([CH3:14])([CH3:1])[O:3]2)[CH:10]=[N:11]1, predict the reactants needed to synthesize it. (8) Given the product [Br:6][C:7]1[CH:8]=[C:9]2[CH:10]=[CH:11][N:12]([CH2:3][CH:2]([F:5])[F:1])[C:13]2=[N:14][CH:15]=1, predict the reactants needed to synthesize it. The reactants are: [F:1][CH:2]([F:5])[CH2:3]I.[Br:6][C:7]1[CH:8]=[C:9]2[C:13](=[N:14][CH:15]=1)[NH:12][CH:11]=[CH:10]2.C(=O)([O-])[O-].[Cs+].[Cs+].